Predict the reactants needed to synthesize the given product. From a dataset of Full USPTO retrosynthesis dataset with 1.9M reactions from patents (1976-2016). Given the product [CH3:18][O:19][C:20]1[CH:27]=[CH:26][C:23]([CH2:24][O:5][C:4](=[O:6])[C:3]2[CH:7]=[C:8]([O:11][CH2:4][C:3]3[CH:7]=[CH:8][C:9]([O:15][CH3:12])=[CH:10][CH:2]=3)[CH:9]=[CH:10][C:2]=2[I:1])=[CH:22][CH:21]=1, predict the reactants needed to synthesize it. The reactants are: [I:1][C:2]1[CH:10]=[CH:9][C:8]([OH:11])=[CH:7][C:3]=1[C:4]([OH:6])=[O:5].[C:12](=[O:15])([O-])[O-].[Cs+].[Cs+].[CH3:18][O:19][C:20]1[CH:27]=[CH:26][C:23]([CH2:24]Cl)=[CH:22][CH:21]=1.C([O-])(O)=O.[Na+].